The task is: Regression/Classification. Given a drug SMILES string, predict its absorption, distribution, metabolism, or excretion properties. Task type varies by dataset: regression for continuous measurements (e.g., permeability, clearance, half-life) or binary classification for categorical outcomes (e.g., BBB penetration, CYP inhibition). Dataset: cyp3a4_veith.. This data is from CYP3A4 inhibition data for predicting drug metabolism from PubChem BioAssay. (1) The drug is c1ccc(CNc2nc(-c3ccoc3)nc3ccccc23)cc1. The result is 1 (inhibitor). (2) The compound is CCOc1ccc(NCc2nnc(SCc3ccccc3Cl)n2-c2ccccc2)cc1. The result is 1 (inhibitor). (3) The result is 0 (non-inhibitor). The molecule is CC(C)=NO[C@@H](C)CN1CCCc2nc(C)c(C)cc21.